Dataset: Catalyst prediction with 721,799 reactions and 888 catalyst types from USPTO. Task: Predict which catalyst facilitates the given reaction. (1) Reactant: [S:1]1[CH:5]=[CH:4][CH:3]=[C:2]1[CH2:6][CH:7]([C:13]([O:15]CC)=[O:14])[C:8]([O:10][CH2:11][CH3:12])=[O:9].[OH-].[K+]. Product: [C:13]([CH:7]([CH2:6][C:2]1[S:1][CH:5]=[CH:4][CH:3]=1)[C:8]([O:10][CH2:11][CH3:12])=[O:9])([OH:15])=[O:14]. The catalyst class is: 8. (2) Reactant: Br[CH2:2][C:3]1[CH:4]=[CH:5][C:6]2[N:7]([N:9]=[C:10]([C:24]3[CH:29]=[CH:28][C:27]([F:30])=[CH:26][CH:25]=3)[C:11]=2[C:12]2[CH:17]=[CH:16][N:15]=[C:14]([NH:18][CH:19]3[CH2:23][CH2:22][CH2:21][CH2:20]3)[N:13]=2)[CH:8]=1.C([SnH](CCCC)CCCC)CCC.N(C(C)(C)C#N)=NC(C)(C)C#N. Product: [CH:19]1([NH:18][C:14]2[N:13]=[C:12]([C:11]3[C:10]([C:24]4[CH:25]=[CH:26][C:27]([F:30])=[CH:28][CH:29]=4)=[N:9][N:7]4[CH:8]=[C:3]([CH3:2])[CH:4]=[CH:5][C:6]=34)[CH:17]=[CH:16][N:15]=2)[CH2:20][CH2:21][CH2:22][CH2:23]1. The catalyst class is: 11. (3) Reactant: [CH3:1][O:2][C:3]1[CH:4]=[C:5]([CH:21]=[C:22]([O:24][CH3:25])[CH:23]=1)[CH2:6][NH:7][C:8]1[CH:13]=[C:12](F)[CH:11]=[CH:10][C:9]=1[C:15](=[O:20])[C:16]([F:19])([F:18])[F:17].[C:26]([N:33]1[CH2:38][CH2:37][NH:36][CH2:35][CH2:34]1)([O:28][C:29]([CH3:32])([CH3:31])[CH3:30])=[O:27].C(N(CC)C(C)C)(C)C. Product: [CH3:1][O:2][C:3]1[CH:4]=[C:5]([CH:21]=[C:22]([O:24][CH3:25])[CH:23]=1)[CH2:6][NH:7][C:8]1[CH:13]=[C:12]([N:36]2[CH2:35][CH2:34][N:33]([C:26]([O:28][C:29]([CH3:32])([CH3:31])[CH3:30])=[O:27])[CH2:38][CH2:37]2)[CH:11]=[CH:10][C:9]=1[C:15](=[O:20])[C:16]([F:19])([F:18])[F:17]. The catalyst class is: 10. (4) Reactant: [CH3:1][O:2][C:3](=[O:16])[C:4]1[C:9]([CH:10]2[CH:14](N)[CH2:13][O:12][O:11]2)=[CH:8][CH:7]=[CH:6][CH:5]=1.N([O-])=O.[Na+].[I-:21].[K+]. Product: [CH3:1][O:2][C:3](=[O:16])[C:4]1[C:9]([CH:10]2[CH:14]([I:21])[CH2:13][O:12][O:11]2)=[CH:8][CH:7]=[CH:6][CH:5]=1. The catalyst class is: 561. (5) Reactant: [S:1]1[C:5]2=[N:6][CH:7]=[CH:8][N:4]2[C:3]([NH:9][CH2:10][CH2:11][CH2:12][CH2:13][CH2:14][CH2:15][NH2:16])=[N:2]1.[C:17]1([S:27](Cl)(=[O:29])=[O:28])[C:26]2[C:21](=[CH:22][CH:23]=[CH:24][CH:25]=2)[CH:20]=[CH:19][CH:18]=1. Product: [S:1]1[C:5]2=[N:6][CH:7]=[CH:8][N:4]2[C:3]([NH:9][CH2:10][CH2:11][CH2:12][CH2:13][CH2:14][CH2:15][NH:16][S:27]([C:17]2[C:26]3[C:21](=[CH:22][CH:23]=[CH:24][CH:25]=3)[CH:20]=[CH:19][CH:18]=2)(=[O:29])=[O:28])=[N:2]1. The catalyst class is: 17. (6) Reactant: [N+:1]([C:4]1[CH:9]=[CH:8][C:7]([C:10]2([C:16]#[N:17])[CH2:15][CH2:14][CH2:13][CH2:12][CH2:11]2)=[CH:6][CH:5]=1)([O-])=O.O.[NH4+].[Cl-]. Product: [NH2:1][C:4]1[CH:5]=[CH:6][C:7]([C:10]2([C:16]#[N:17])[CH2:15][CH2:14][CH2:13][CH2:12][CH2:11]2)=[CH:8][CH:9]=1. The catalyst class is: 447.